From a dataset of Catalyst prediction with 721,799 reactions and 888 catalyst types from USPTO. Predict which catalyst facilitates the given reaction. (1) Reactant: [N+:1]([C:4]1[CH:5]=[C:6]([CH2:10][CH2:11][NH-:12])[CH:7]=[CH:8][CH:9]=1)([O-])=O.[CH3:13][OH:14].C(O[CH2:19][CH3:20])(=O)C. Product: [NH2:1][C:4]1[CH:5]=[C:6]([CH2:10][CH2:11][NH:12][C:13](=[O:14])[CH2:5][CH2:4][CH2:9][CH2:8][CH2:19][CH3:20])[CH:7]=[CH:8][CH:9]=1. The catalyst class is: 45. (2) Reactant: [N:1]1([C:6]([NH:8][C:9]([S:11][CH3:12])=[NH:10])=[O:7])[CH:5]=[CH:4]N=C1.[F:13][C:14]1[CH:21]=[CH:20]C(CN)=[CH:16][CH:15]=1. Product: [F:13][C:14]1[CH:21]=[CH:20][C:4]([CH2:5][NH:1][C:6]([NH:8][C:9]([S:11][CH3:12])=[NH:10])=[O:7])=[CH:16][CH:15]=1. The catalyst class is: 7. (3) Reactant: [OH:1][C:2]1[CH:9]=[C:8]([OH:10])[CH:7]=[CH:6][C:3]=1[CH:4]=O.C([NH:14][CH2:15][C:16]([OH:18])=O)(=O)C.C([O-])(=O)C.[Na+].N([O-])=O.[Na+].[N-:28]=[N+:29]=[N-].[Na+].[K+].[Br-]. Product: [N:14]([C:15]1[C:16](=[O:18])[O:1][C:2]2[C:3]([CH:4]=1)=[CH:6][CH:7]=[C:8]([OH:10])[CH:9]=2)=[N+:28]=[N-:29]. The catalyst class is: 152. (4) Reactant: [CH3:1][S:2][C:3]1[CH:8]=[CH:7][C:6]([C:9]2([CH2:15][OH:16])[CH2:14][CH2:13][NH:12][CH2:11][CH2:10]2)=[CH:5][CH:4]=1.Br[C:18]1[C:19]2[N:20]([N:24]=[C:25]([NH:27][C:28]3[CH:44]=[CH:43][C:31]([C:32]([N:34]([CH3:42])[CH:35]4[CH2:40][CH2:39][N:38]([CH3:41])[CH2:37][CH2:36]4)=[O:33])=[CH:30][CH:29]=3)[N:26]=2)[CH:21]=[CH:22][CH:23]=1.O. Product: [OH:16][CH2:15][C:9]1([C:6]2[CH:7]=[CH:8][C:3]([S:2][CH3:1])=[CH:4][CH:5]=2)[CH2:10][CH2:11][N:12]([C:18]2[C:19]3[N:20]([N:24]=[C:25]([NH:27][C:28]4[CH:44]=[CH:43][C:31]([C:32]([N:34]([CH3:42])[CH:35]5[CH2:36][CH2:37][N:38]([CH3:41])[CH2:39][CH2:40]5)=[O:33])=[CH:30][CH:29]=4)[N:26]=3)[CH:21]=[CH:22][CH:23]=2)[CH2:13][CH2:14]1. The catalyst class is: 23. (5) Reactant: [CH2:1]([C:4]1[N:5]=[C:6]([C@@H:26]2[C@H:30]([CH2:31][CH3:32])[CH2:29][C@H:28]([NH:33][S:34]([CH:37]3[CH2:39][CH2:38]3)(=[O:36])=[O:35])[CH2:27]2)[N:7]2[C:12]3[CH:13]=[CH:14][N:15](S(C4C=CC(C)=CC=4)(=O)=O)[C:11]=3[N:10]=[CH:9][C:8]=12)[CH:2]=[CH2:3].OO.[OH-].[Na+].CC[O:46]C(C)=O. Product: [CH2:31]([C@H:30]1[C@@H:26]([C:6]2[N:7]3[C:12]4[CH:13]=[CH:14][NH:15][C:11]=4[N:10]=[CH:9][C:8]3=[C:4]([CH2:1][CH2:2][CH2:3][OH:46])[N:5]=2)[CH2:27][C@@H:28]([NH:33][S:34]([CH:37]2[CH2:39][CH2:38]2)(=[O:35])=[O:36])[CH2:29]1)[CH3:32]. The catalyst class is: 20. (6) Reactant: [CH3:1][N:2]([CH3:22])[C:3]([CH2:5][CH2:6][CH2:7][C:8]#[C:9][C:10]1[CH:11]=[C:12]([CH:19]=[CH:20][CH:21]=1)[C:13]([NH:15][CH2:16][CH2:17][F:18])=[O:14])=[O:4]. Product: [CH3:22][N:2]([CH3:1])[C:3]([CH2:5][CH2:6][CH2:7][CH:8]=[CH:9][C:10]1[CH:11]=[C:12]([CH:19]=[CH:20][CH:21]=1)[C:13]([NH:15][CH2:16][CH2:17][F:18])=[O:14])=[O:4]. The catalyst class is: 181. (7) Reactant: [C:1]1([C:7]2[O:11][N:10]=[C:9]([N:12]3[CH2:16][CH2:15][C@H:14]([NH2:17])[CH2:13]3)[N:8]=2)[CH:6]=[CH:5][CH:4]=[CH:3][CH:2]=1.CCN(C(C)C)C(C)C.Cl[C:28]1[N:33]=[CH:32][N:31]=[C:30]2[N:34](C3CCCCO3)[N:35]=[CH:36][C:29]=12. Product: [C:1]1([C:7]2[O:11][N:10]=[C:9]([N:12]3[CH2:16][CH2:15][C@H:14]([NH:17][C:28]4[N:33]=[CH:32][N:31]=[C:30]5[NH:34][N:35]=[CH:36][C:29]=45)[CH2:13]3)[N:8]=2)[CH:2]=[CH:3][CH:4]=[CH:5][CH:6]=1. The catalyst class is: 51. (8) Reactant: [OH:1][CH:2]([C:6]1[CH:13]=[CH:12][C:9]([C:10]#[N:11])=[CH:8][CH:7]=1)[CH2:3][CH:4]=[CH2:5].[CH3:14][O:15][C:16]1[CH:17]=[C:18](O)[CH:19]=[CH:20][C:21]=1[O:22][CH3:23].C(P(CCCC)CCCC)CCC.N(C(N1CCCCC1)=O)=NC(N1CCCCC1)=O. Product: [CH3:14][O:15][C:16]1[CH:17]=[C:18]([CH:19]=[CH:20][C:21]=1[O:22][CH3:23])[O:1][CH:2]([C:6]1[CH:7]=[CH:8][C:9]([C:10]#[N:11])=[CH:12][CH:13]=1)[CH2:3][CH:4]=[CH2:5]. The catalyst class is: 11.